From a dataset of Full USPTO retrosynthesis dataset with 1.9M reactions from patents (1976-2016). Predict the reactants needed to synthesize the given product. (1) Given the product [F:13][C:10]1[CH:11]=[CH:12][C:7]([C:5]2[N:16]([CH3:15])[N:2]=[CH:3][CH:4]=2)=[CH:8][CH:9]=1, predict the reactants needed to synthesize it. The reactants are: C[N:2](C)/[CH:3]=[CH:4]/[C:5]([C:7]1[CH:12]=[CH:11][C:10]([F:13])=[CH:9][CH:8]=1)=O.[CH3:15][NH:16]N. (2) The reactants are: Br[C:2]1[CH:3]=[CH:4][C:5]2[N:6]([N:8]=[CH:9][C:10]=2[C:11]([O:13]C)=[O:12])[CH:7]=1.C1C=CC(P(C2C(C3C(P(C4C=CC=CC=4)C4C=CC=CC=4)=CC=C4C=3C=CC=C4)=C3C(C=CC=C3)=CC=2)C2C=CC=CC=2)=CC=1.C(=O)([O-])[O-].[Cs+].[Cs+].[NH:67]1[CH2:72][CH2:71][O:70][CH2:69][CH2:68]1.[Li+].[OH-].C(O)(C(F)(F)F)=O. Given the product [O:70]1[CH2:71][CH2:72][N:67]([C:2]2[CH:3]=[CH:4][C:5]3[N:6]([N:8]=[CH:9][C:10]=3[C:11]([OH:13])=[O:12])[CH:7]=2)[CH2:68][CH2:69]1, predict the reactants needed to synthesize it. (3) Given the product [ClH:73].[ClH:73].[ClH:73].[ClH:73].[NH2:63][CH2:62][CH2:61][NH:6][CH2:7][CH:8]([CH2:9][NH:10][CH2:18][CH2:19][NH2:20])[CH2:28][C:29]([NH:30][CH2:31][CH2:32][CH2:33][CH2:34][CH2:35][C:36]([NH:37][CH2:38][C:39](=[O:58])[N:40]1[CH2:44][CH2:43][CH2:42][C@H:41]1[B:45]1[O:49][CH:48]2[CH2:50][C@@H:51]3[CH2:54][C@H:53]([C@:47]2([CH3:57])[O:46]1)[C:52]3([CH3:56])[CH3:55])=[O:59])=[O:60], predict the reactants needed to synthesize it. The reactants are: CC(C)(OC(=O)[N:6]([CH2:61][CH2:62][NH:63]C(=O)OC(C)(C)C)[CH2:7][CH:8]([CH2:28][C:29](=[O:60])[NH:30][CH2:31][CH2:32][CH2:33][CH2:34][CH2:35][C:36](=[O:59])[NH:37][CH2:38][C:39](=[O:58])[N:40]1[CH2:44][CH2:43][CH2:42][C@H:41]1[B:45]1[O:49][CH:48]2[CH2:50][C@@H:51]3[CH2:54][C@H:53]([C@:47]2([CH3:57])[O:46]1)[C:52]3([CH3:56])[CH3:55])[CH2:9][N:10]([CH2:18][CH2:19][NH:20]C(=O)OC(C)(C)C)C(=O)OC(C)(C)C)C.[ClH:73]. (4) Given the product [CH3:1][C:2]1[S:6][C:5]([C:7]([O:9][CH3:10])=[O:8])=[CH:4][C:3]=1[C:11]1[N:15]([CH3:16])[N:14]=[CH:13][C:12]=1[CH2:17][CH2:18][CH3:19], predict the reactants needed to synthesize it. The reactants are: [CH3:1][C:2]1[S:6][C:5]([C:7]([O:9][CH3:10])=[O:8])=[CH:4][C:3]=1[C:11]1[N:15]([CH3:16])[N:14]=[CH:13][C:12]=1/[CH:17]=[CH:18]\[CH3:19].